Dataset: Orexin1 receptor HTS with 218,158 compounds and 233 confirmed actives. Task: Binary Classification. Given a drug SMILES string, predict its activity (active/inactive) in a high-throughput screening assay against a specified biological target. (1) The compound is s1nnc(C(=O)N(C2CCCC2)C(C(=O)NC2CCCCC2)c2occc2)c1. The result is 0 (inactive). (2) The drug is S(=O)(=O)(Nc1ccc(N2CCOCC2)cc1)c1c(=O)n2c(scc2C)nc1C. The result is 0 (inactive). (3) The molecule is O=C(Nc1ccc(OCc2ccccc2)cc1)CCN1CCN(CC1)Cc1ccccc1. The result is 0 (inactive). (4) The molecule is Clc1ccc(/C=C2/SC(=S)N(CC(=O)N(C3CS(=O)(=O)CC3)C)C2=O)cc1. The result is 0 (inactive). (5) The compound is Clc1cc(C(OCC(=O)N(Cc2ccc(OC)cc2)C)=O)cnc1Cl. The result is 0 (inactive). (6) The drug is o1c2nc(c3c(CCC3)c2c(N)c1C(OCC)=O)C(C)C. The result is 0 (inactive). (7) The molecule is s1c(CN(C(C(=O)NC2CCCCC2)(CC)C)C(=O)c2c[nH]c(=O)cc2)ccc1. The result is 0 (inactive).